From a dataset of Peptide-MHC class II binding affinity with 134,281 pairs from IEDB. Regression. Given a peptide amino acid sequence and an MHC pseudo amino acid sequence, predict their binding affinity value. This is MHC class II binding data. (1) The MHC is DRB1_0802 with pseudo-sequence DRB1_0802. The peptide sequence is GPIVHDAIHRSAARS. The binding affinity (normalized) is 0.548. (2) The binding affinity (normalized) is 0.563. The MHC is DRB1_0404 with pseudo-sequence DRB1_0404. The peptide sequence is RWLLLNVTSEDLGKT. (3) The peptide sequence is NKHNRLYMEARPLEE. The MHC is DRB1_1501 with pseudo-sequence DRB1_1501. The binding affinity (normalized) is 0.376. (4) The peptide sequence is GELQIVDKINAAFKI. The MHC is DRB4_0101 with pseudo-sequence DRB4_0103. The binding affinity (normalized) is 0.635. (5) The peptide sequence is GELQIVDKDDAAFKI. The MHC is DRB1_1302 with pseudo-sequence DRB1_1302. The binding affinity (normalized) is 0.649. (6) The peptide sequence is MKNLVWNDELAYVAQ. The MHC is DRB5_0101 with pseudo-sequence DRB5_0101. The binding affinity (normalized) is 0.192.